This data is from Forward reaction prediction with 1.9M reactions from USPTO patents (1976-2016). The task is: Predict the product of the given reaction. (1) Given the reactants [F:1][B-:2]([F:5])([F:4])[F:3].[F:6][C@@H:7]1[C:11]2=[N:12][N+:13]([C:15]3[C:20]([F:21])=[C:19]([F:22])[C:18]([F:23])=[C:17]([F:24])[C:16]=3[F:25])=[CH:14][N:10]2[C@H:9]([CH:26]([CH3:28])[CH3:27])[CH2:8]1.C([C@@H]1NC(=O)[C@@H](F)C1)(C)C.C(C1NC(=O)C(F)C1)(C)C.[Na+].[Cl-], predict the reaction product. The product is: [F:1][B-:2]([F:5])([F:4])[F:3].[F:6][C@H:7]1[C:11]2=[N:12][N+:13]([C:15]3[C:16]([F:25])=[C:17]([F:24])[C:18]([F:23])=[C:19]([F:22])[C:20]=3[F:21])=[CH:14][N:10]2[C@H:9]([CH:26]([CH3:28])[CH3:27])[CH2:8]1. (2) Given the reactants [CH3:1][C:2]([NH:4][C@H:5]1[C@@H:10]([O:11]P(OP(OC[C@H]2O[C@@H](N3C(=O)NC(=O)C=C3)[C@H](O)[C@@H]2O)(O)=O)(O)=O)[O:9][C@H:8]([CH2:36][OH:37])[C@H:7]([OH:38])[C@@H:6]1[OH:39])=[O:3].C1C(=O)NC(=O)N(C2OC(COP(OP(OC3OC(C(O)=O)C(O)C(O)C3O)(O)=O)(O)=O)C(O)C2O)C=1.C(O)C(N)(CO)CO.Cl.[Na+].[Cl-].CC(N[C@H]1[C@H](O)O[C@H](OS(O)(=O)=O)[C@H](O)[C@@H]1O[C@@H]1O[C@H](C(O)=O)[C@@H](O)[C@H](O)[C@H]1O)=O, predict the reaction product. The product is: [OH:11][CH:10]1[O:9][C@H:8]([CH2:36][OH:37])[C@H:7]([OH:38])[C@H:6]([OH:39])[C@H:5]1[NH:4][C:2]([CH3:1])=[O:3]. (3) The product is: [ClH:25].[ClH:25].[CH:1]([N:4]1[CH2:5][CH2:6][N:7]([C:10]2[N:15]=[N:14][C:13]([C:16]3[CH:17]=[CH:18][C:19]([O:22][CH2:26][C:27]([N:29]([CH3:31])[CH3:30])=[O:28])=[CH:20][CH:21]=3)=[CH:12][CH:11]=2)[CH2:8][CH2:9]1)([CH3:3])[CH3:2]. Given the reactants [CH:1]([N:4]1[CH2:9][CH2:8][N:7]([C:10]2[N:15]=[N:14][C:13]([C:16]3[CH:21]=[CH:20][C:19]([OH:22])=[CH:18][CH:17]=3)=[CH:12][CH:11]=2)[CH2:6][CH2:5]1)([CH3:3])[CH3:2].[H-].[Na+].[Cl:25][CH2:26][C:27]([N:29]([CH3:31])[CH3:30])=[O:28], predict the reaction product.